This data is from TCR-epitope binding with 47,182 pairs between 192 epitopes and 23,139 TCRs. The task is: Binary Classification. Given a T-cell receptor sequence (or CDR3 region) and an epitope sequence, predict whether binding occurs between them. (1) The epitope is GLCTLVAML. The TCR CDR3 sequence is CASSVAGGDEQYF. Result: 1 (the TCR binds to the epitope). (2) Result: 1 (the TCR binds to the epitope). The epitope is VTIAEILLI. The TCR CDR3 sequence is CASRPPWGTTSNEQFF.